This data is from Full USPTO retrosynthesis dataset with 1.9M reactions from patents (1976-2016). The task is: Predict the reactants needed to synthesize the given product. (1) Given the product [Cl:21][C:22]1[N:27]=[C:26]([NH:28][CH2:14][C:13]2[CH:16]=[CH:17][C:18]([O:19][CH3:20])=[C:11]([O:10][CH:5]3[CH2:9][CH2:8][CH2:7][CH2:6]3)[CH:12]=2)[CH:25]=[N:24][CH:23]=1, predict the reactants needed to synthesize it. The reactants are: C(O)(=O)C.[CH:5]1([O:10][C:11]2[CH:12]=[C:13]([CH:16]=[CH:17][C:18]=2[O:19][CH3:20])[CH:14]=O)[CH2:9][CH2:8][CH2:7][CH2:6]1.[Cl:21][C:22]1[N:27]=[C:26]([NH2:28])[CH:25]=[N:24][CH:23]=1.C(O[BH-](OC(=O)C)OC(=O)C)(=O)C.[Na+]. (2) Given the product [Cl:8][C:6]1[N:5]=[C:4]([C:9]2[CH:14]=[CH:13][C:12]([F:15])=[CH:11][CH:10]=2)[N:3]=[C:2]([NH:23][C:22]2[CH:24]=[CH:25][C:19]([O:18][C:17]([F:16])([F:26])[F:27])=[CH:20][CH:21]=2)[CH:7]=1, predict the reactants needed to synthesize it. The reactants are: Cl[C:2]1[CH:7]=[C:6]([Cl:8])[N:5]=[C:4]([C:9]2[CH:14]=[CH:13][C:12]([F:15])=[CH:11][CH:10]=2)[N:3]=1.[F:16][C:17]([F:27])([F:26])[O:18][C:19]1[CH:25]=[CH:24][C:22]([NH2:23])=[CH:21][CH:20]=1.C(N(CC)CC)C. (3) Given the product [Br:21][CH2:14][C:13]([C:9]1[CH:10]=[CH:11][CH:12]=[C:7]([O:6][C:2]([F:16])([F:1])[CH:3]([F:4])[F:5])[CH:8]=1)=[O:15], predict the reactants needed to synthesize it. The reactants are: [F:1][C:2]([F:16])([O:6][C:7]1[CH:8]=[C:9]([C:13](=[O:15])[CH3:14])[CH:10]=[CH:11][CH:12]=1)[CH:3]([F:5])[F:4].C(O)(=O)C.[Br:21]Br.